Predict the reactants needed to synthesize the given product. From a dataset of Full USPTO retrosynthesis dataset with 1.9M reactions from patents (1976-2016). (1) Given the product [CH:32]1([C:28]2[NH:29][C:30](=[O:31])[C:25]([C:23]3[N:48]=[C:46]([C:45]4[CH:44]=[CH:43][N:42]=[CH:41][CH:40]=4)[S:47][CH:22]=3)=[CH:26][C:27]=2[C:35]([O:37][CH2:38][CH3:39])=[O:36])[CH2:34][CH2:33]1, predict the reactants needed to synthesize it. The reactants are: N1C=CC(C2N(C3N=CSC=3)CC=CC=2C([O-])=O)=CC=1.Br[CH2:22][C:23]([C:25]1[C:30](=[O:31])[NH:29][C:28]([CH:32]2[CH2:34][CH2:33]2)=[C:27]([C:35]([O:37][CH2:38][CH3:39])=[O:36])[CH:26]=1)=O.[CH:40]1[C:45]([C:46]([NH2:48])=[S:47])=[CH:44][CH:43]=[N:42][CH:41]=1. (2) Given the product [CH:3]12[CH2:4][CH:5]([CH:1]=[CH:2]1)[CH:12]1[CH:13]2[C:14](=[O:15])[O:16][CH2:17]1, predict the reactants needed to synthesize it. The reactants are: [CH2:1]1[CH:5]2[CH:4]3[CH:3]=[CH:2][CH:1]([CH:4]2[CH:3]=[CH:2]1)[CH2:5]3.O[CH:12]1[CH2:17][O:16][C:14](=[O:15])[CH2:13]1. (3) Given the product [CH3:13][C:10]1[CH:11]=[CH:12][C:7]2[N:8]([C:4]([CH2:3][N:23]3[CH:24]=[CH:25][CH:26]=[N:21][C:22]3=[S:27])=[C:5]([C:14]3[CH:19]=[CH:18][C:17]([CH3:20])=[CH:16][CH:15]=3)[N:6]=2)[CH:9]=1, predict the reactants needed to synthesize it. The reactants are: Cl.Cl[CH2:3][C:4]1[N:8]2[CH:9]=[C:10]([CH3:13])[CH:11]=[CH:12][C:7]2=[N:6][C:5]=1[C:14]1[CH:19]=[CH:18][C:17]([CH3:20])=[CH:16][CH:15]=1.[NH:21]1[CH:26]=[CH:25][CH:24]=[N:23][C:22]1=[S:27]. (4) Given the product [NH2:13][C:10]1[CH:11]=[CH:12][C:3]([O:2][CH3:1])=[C:4]([CH:9]=1)[C:5]([O:7][CH3:8])=[O:6], predict the reactants needed to synthesize it. The reactants are: [CH3:1][O:2][C:3]1[CH:12]=[CH:11][C:10]([N+:13]([O-])=O)=[CH:9][C:4]=1[C:5]([O:7][CH3:8])=[O:6]. (5) Given the product [CH3:13][C:14]1[CH:19]=[CH:18][C:17]([S:20]([O:12][CH:1]=[CH:2][CH2:3][CH2:4][CH2:5][CH2:6][CH2:7][CH2:8][CH2:9][CH2:10][CH3:11])(=[O:22])=[O:21])=[CH:16][CH:15]=1, predict the reactants needed to synthesize it. The reactants are: [CH2:1]([OH:12])[CH2:2][CH2:3][CH2:4][CH2:5][CH2:6][CH2:7][CH2:8][CH2:9][CH:10]=[CH2:11].[CH3:13][C:14]1[CH:19]=[CH:18][C:17]([S:20](Cl)(=[O:22])=[O:21])=[CH:16][CH:15]=1. (6) Given the product [CH3:25][C:24]1[CH:26]=[CH:27][C:21]([S:18]([O:17][CH:10]([CH2:11][CH2:12][S:13](=[O:15])(=[O:14])[NH2:16])[CH2:9][O:8][CH2:1][C:2]2[CH:3]=[CH:4][CH:5]=[CH:6][CH:7]=2)(=[O:20])=[O:19])=[CH:22][CH:23]=1, predict the reactants needed to synthesize it. The reactants are: [CH2:1]([O:8][CH2:9][CH:10]([OH:17])[CH2:11][CH2:12][S:13]([NH2:16])(=[O:15])=[O:14])[C:2]1[CH:7]=[CH:6][CH:5]=[CH:4][CH:3]=1.[S:18](Cl)([C:21]1[CH:27]=[CH:26][C:24]([CH3:25])=[CH:23][CH:22]=1)(=[O:20])=[O:19].O. (7) Given the product [CH3:1][C:2]1[C:11]2[C:6](=[CH:7][CH:8]=[CH:9][CH:10]=2)[N:5]=[C:4]([CH2:12][N:13]2[C:22](=[O:23])[C:21]3[N:20]([CH2:24][C:25]#[C:26][CH3:27])[C:19]([N:30]4[CH2:35][CH2:34][NH:33][CH2:32][CH2:31]4)=[N:18][C:17]=3[N:16]([CH3:29])[C:14]2=[O:15])[N:3]=1, predict the reactants needed to synthesize it. The reactants are: [CH3:1][C:2]1[C:11]2[C:6](=[CH:7][CH:8]=[CH:9][CH:10]=2)[N:5]=[C:4]([CH2:12][N:13]2[C:22](=[O:23])[C:21]3[N:20]([CH2:24][C:25]#[C:26][CH3:27])[C:19](Br)=[N:18][C:17]=3[N:16]([CH3:29])[C:14]2=[O:15])[N:3]=1.[NH:30]1[CH2:35][CH2:34][NH:33][CH2:32][CH2:31]1.O.[Cl-].[Na+].